Dataset: Full USPTO retrosynthesis dataset with 1.9M reactions from patents (1976-2016). Task: Predict the reactants needed to synthesize the given product. (1) Given the product [Cl:5][C:6]1[CH:7]=[C:8]([NH:13][C:17]([C@H:19]2[CH2:24][CH2:23][CH2:22][N:21]([C:25](=[O:33])[C:26]3[CH:31]=[CH:30][CH:29]=[CH:28][C:27]=3[CH3:32])[C@H:20]2[C:34]2[CH:39]=[CH:38][C:37]([NH:40][CH:41]3[CH2:45][CH2:44][CH2:43][CH2:42]3)=[CH:36][CH:35]=2)=[O:16])[CH:9]=[CH:10][C:11]=1[CH3:12], predict the reactants needed to synthesize it. The reactants are: C[Al](C)C.[Cl:5][C:6]1[CH:7]=[C:8]([NH2:13])[CH:9]=[CH:10][C:11]=1[CH3:12].C([O:16][C:17]([C@H:19]1[CH2:24][CH2:23][CH2:22][N:21]([C:25](=[O:33])[C:26]2[CH:31]=[CH:30][CH:29]=[CH:28][C:27]=2[CH3:32])[C@H:20]1[C:34]1[CH:39]=[CH:38][C:37]([NH:40][CH:41]2[CH2:45][CH2:44][CH2:43][CH2:42]2)=[CH:36][CH:35]=1)=O)C. (2) Given the product [I:1][C:2]1[C:10]2[C:5](=[CH:6][CH:7]=[CH:8][CH:9]=2)[N:4]([C:11]2[CH:16]=[CH:15][C:14]([NH2:17])=[CH:13][CH:12]=2)[N:3]=1, predict the reactants needed to synthesize it. The reactants are: [I:1][C:2]1[C:10]2[C:5](=[CH:6][CH:7]=[CH:8][CH:9]=2)[N:4]([C:11]2[CH:16]=[CH:15][C:14]([N+:17]([O-])=O)=[CH:13][CH:12]=2)[N:3]=1.C(O)(=O)C. (3) The reactants are: [S:1]1[C:5]([C:6]([NH2:8])=O)=[CH:4][CH:3]2[S:9][CH:10]=[CH:11][CH:2]12.O=P(Cl)(Cl)Cl. Given the product [S:1]1[C:5]([C:6]#[N:8])=[CH:4][CH:3]2[S:9][CH:10]=[CH:11][CH:2]12, predict the reactants needed to synthesize it. (4) Given the product [CH3:1][O:2][C:3]1[CH:4]=[CH:5][C:6]([C:9]2[O:23][C:12]([CH2:13][CH2:14][CH2:15][CH2:16][CH2:17][C:18]([O:20][CH3:21])=[O:19])=[N:11][CH:10]=2)=[CH:7][CH:8]=1, predict the reactants needed to synthesize it. The reactants are: [CH3:1][O:2][C:3]1[CH:8]=[CH:7][C:6]([C:9](=[O:23])[CH2:10][NH:11][C:12](=O)[CH2:13][CH2:14][CH2:15][CH2:16][CH2:17][C:18]([O:20][CH3:21])=[O:19])=[CH:5][CH:4]=1.O=P12OP3(OP(OP(O3)(O1)=O)(=O)O2)=O. (5) The reactants are: [CH3:1][O:2][C:3](=[O:10])[CH:4]=[CH:5][CH:6]=[CH:7][CH2:8]Br.[CH:11]1[CH:20]=[C:19]2[C:14]([CH:15]=[C:16]([SH:21])[CH:17]=[CH:18]2)=[CH:13][CH:12]=1.C(N(CC)CC)C. Given the product [CH3:1][O:2][C:3](=[O:10])[CH:4]=[CH:5][CH:6]=[CH:7][CH2:8][S:21][C:16]1[CH:17]=[CH:18][C:19]2[C:14](=[CH:13][CH:12]=[CH:11][CH:20]=2)[CH:15]=1, predict the reactants needed to synthesize it. (6) Given the product [CH3:1][O:2][C:3]1[CH:8]=[CH:7][N:6]=[CH:5][C:4]=1[C:9]1[C:10]2[CH:17]=[C:16]([CH2:18][O:19][C:20]3[CH:25]=[CH:24][C:23]([C@@H:26]([C:33]#[C:34][CH3:35])[CH2:27][C:28]([OH:30])=[O:29])=[CH:22][CH:21]=3)[CH:15]=[CH:14][C:11]=2[S:12][CH:13]=1, predict the reactants needed to synthesize it. The reactants are: [CH3:1][O:2][C:3]1[CH:8]=[CH:7][N:6]=[CH:5][C:4]=1[C:9]1[C:10]2[CH:17]=[C:16]([CH2:18][O:19][C:20]3[CH:25]=[CH:24][C:23]([C@@H:26]([C:33]#[C:34][CH3:35])[CH2:27][C:28]([O:30]CC)=[O:29])=[CH:22][CH:21]=3)[CH:15]=[CH:14][C:11]=2[S:12][CH:13]=1.[Li+].[OH-].Cl. (7) Given the product [O:1]1[CH:5]=[CH:4][C:3]([C:6]([NH:16][C:17]2[CH:18]=[CH:19][C:20]([CH3:33])=[C:21]([C:23]3[CH:28]=[CH:27][C:26]([C:29]([O:31][CH3:32])=[O:30])=[CH:25][CH:24]=3)[CH:22]=2)=[O:8])=[CH:2]1, predict the reactants needed to synthesize it. The reactants are: [O:1]1[CH:5]=[CH:4][C:3]([C:6]([OH:8])=O)=[CH:2]1.O1C=CC(C([NH:16][C:17]2[CH:18]=[CH:19][C:20]([CH3:33])=[C:21]([C:23]3[CH:28]=[CH:27][C:26]([C:29]([O:31][CH3:32])=[O:30])=[CH:25][CH:24]=3)[CH:22]=2)=O)=C1.CN(C(ON1N=NC2C=CC=NC1=2)=[N+](C)C)C.F[P-](F)(F)(F)(F)F.CN(C(ON1N=NC2C=CC=CC1=2)=[N+](C)C)C.F[P-](F)(F)(F)(F)F.NC1C=CC(C)=C(C2C=CC(C(OC)=O)=CC=2)C=1.CCN(C(C)C)C(C)C.